This data is from Forward reaction prediction with 1.9M reactions from USPTO patents (1976-2016). The task is: Predict the product of the given reaction. (1) Given the reactants N(C(OCC1C2C(=CC=CC=2)C2C1=CC=CC=2)=O)[C@H](C(O)=O)CCCNC(=N)N[S:9]([C:12]1[C:25]([CH3:26])=[C:23]([CH3:24])[C:22]2[O:21][C:18]([CH3:20])([CH3:19])[CH2:17][CH2:16][C:15]=2[C:13]=1[CH3:14])(=[O:11])=[O:10].[NH:48]([C:63]([O:65][CH2:66][CH:67]1[C:79]2[C:74](=[CH:75][CH:76]=[CH:77][CH:78]=2)[C:73]2[C:68]1=[CH:69][CH:70]=[CH:71][CH:72]=2)=[O:64])[C@H:49]([C:60]([OH:62])=[O:61])[CH2:50][C:51]1[C:59]2[C:54](=[CH:55][CH:56]=[CH:57][CH:58]=2)[NH:53][CH:52]=1, predict the reaction product. The product is: [NH:48]([C:63]([O:65][CH2:66][CH:67]1[C:68]2[C:73](=[CH:72][CH:71]=[CH:70][CH:69]=2)[C:74]2[C:79]1=[CH:78][CH:77]=[CH:76][CH:75]=2)=[O:64])[C@H:49]([C:60]([OH:62])=[O:61])[CH2:50][C:51]1[C:59]2[C:54](=[CH:55][CH:56]=[CH:57][CH:58]=2)[NH:53][C:52]=1[S:9]([C:12]1[C:25]([CH3:26])=[C:23]([CH3:24])[C:22]2[O:21][C:18]([CH3:20])([CH3:19])[CH2:17][CH2:16][C:15]=2[C:13]=1[CH3:14])(=[O:10])=[O:11]. (2) Given the reactants BrC1C=C(CN2CCN(C(OC(C)(C)C)=O)[C@@H](C)C2)C=CC=1.[CH3:23][C@H:24]1[CH2:29][NH:28][CH2:27][CH2:26][N:25]1[C:30]([O:32][C:33]([CH3:36])([CH3:35])[CH3:34])=[O:31].[Br:37][C:38]1[S:42][C:41]([CH:43]=O)=[CH:40][CH:39]=1, predict the reaction product. The product is: [Br:37][C:38]1[S:42][C:41]([CH2:43][N:28]2[CH2:27][CH2:26][N:25]([C:30]([O:32][C:33]([CH3:35])([CH3:34])[CH3:36])=[O:31])[C@@H:24]([CH3:23])[CH2:29]2)=[CH:40][CH:39]=1. (3) The product is: [O:16]=[C:14]1[O:19][C:17](=[O:18])[CH:10]2[CH2:11][CH:12]1[CH2:13][N:8]([C:6]([O:5][C:1]([CH3:2])([CH3:3])[CH3:4])=[O:7])[CH2:9]2. Given the reactants [C:1]([O:5][C:6]([N:8]1[CH2:13][CH:12]([C:14]([OH:16])=O)[CH2:11][CH:10]([C:17]([OH:19])=[O:18])[CH2:9]1)=[O:7])([CH3:4])([CH3:3])[CH3:2].FC(F)(F)C(OC(=O)C(F)(F)F)=O.CCCCCCC, predict the reaction product. (4) Given the reactants Cl[C:2]1[N:3]=[C:4]([NH:13][C@H:14]2[CH2:19][CH2:18][C@H:17]([N:20]3[CH2:25][CH2:24][O:23][CH2:22][CH2:21]3)[CH2:16][CH2:15]2)[C:5]2[N:10]=[C:9]([CH2:11][CH3:12])[S:8][C:6]=2[N:7]=1.[O:26]1[CH2:31][CH2:30][CH:29]([N:32]2[CH:36]=[C:35]([NH2:37])[CH:34]=[N:33]2)[CH2:28][CH2:27]1.Cl, predict the reaction product. The product is: [CH2:11]([C:9]1[S:8][C:6]2[N:7]=[C:2]([NH:37][C:35]3[CH:34]=[N:33][N:32]([CH:29]4[CH2:30][CH2:31][O:26][CH2:27][CH2:28]4)[CH:36]=3)[N:3]=[C:4]([NH:13][C@H:14]3[CH2:19][CH2:18][C@H:17]([N:20]4[CH2:25][CH2:24][O:23][CH2:22][CH2:21]4)[CH2:16][CH2:15]3)[C:5]=2[N:10]=1)[CH3:12]. (5) Given the reactants [C:1]([O:5][C:6](=[O:16])[NH:7][CH2:8][C:9]1[CH:14]=[CH:13][CH:12]=[C:11](I)[CH:10]=1)([CH3:4])([CH3:3])[CH3:2].CN[C@H]1CCCC[C@@H]1NC.[NH:27]1[CH:31]=[CH:30][CH:29]=[N:28]1.C([O-])([O-])=O.[K+].[K+], predict the reaction product. The product is: [C:1]([O:5][C:6](=[O:16])[NH:7][CH2:8][C:9]1[CH:14]=[CH:13][CH:12]=[C:11]([N:27]2[CH:31]=[CH:30][CH:29]=[N:28]2)[CH:10]=1)([CH3:4])([CH3:3])[CH3:2]. (6) Given the reactants Br[C:2]1[CH:3]=[C:4]([N:8]2[C:12]3[CH:13]=[CH:14][C:15]([C:17]([NH:19][CH2:20][C:21]4[CH:22]=[N:23][CH:24]=[CH:25][CH:26]=4)=[O:18])=[CH:16][C:11]=3[N:10]=[CH:9]2)[CH:5]=[CH:6][CH:7]=1.[C:27]([C:29]1[CH:34]=[CH:33][C:32](B(O)O)=[CH:31][CH:30]=1)#[N:28], predict the reaction product. The product is: [C:27]([C:29]1[CH:34]=[CH:33][C:32]([C:2]2[CH:7]=[CH:6][CH:5]=[C:4]([N:8]3[C:12]4[CH:13]=[CH:14][C:15]([C:17]([NH:19][CH2:20][C:21]5[CH:22]=[N:23][CH:24]=[CH:25][CH:26]=5)=[O:18])=[CH:16][C:11]=4[N:10]=[CH:9]3)[CH:3]=2)=[CH:31][CH:30]=1)#[N:28].